The task is: Regression. Given two drug SMILES strings and cell line genomic features, predict the synergy score measuring deviation from expected non-interaction effect.. This data is from NCI-60 drug combinations with 297,098 pairs across 59 cell lines. (1) Synergy scores: CSS=19.7, Synergy_ZIP=-5.16, Synergy_Bliss=-8.25, Synergy_Loewe=-2.45, Synergy_HSA=-5.62. Cell line: T-47D. Drug 1: CC1CCC2CC(C(=CC=CC=CC(CC(C(=O)C(C(C(=CC(C(=O)CC(OC(=O)C3CCCCN3C(=O)C(=O)C1(O2)O)C(C)CC4CCC(C(C4)OC)O)C)C)O)OC)C)C)C)OC. Drug 2: C1=NC(=NC(=O)N1C2C(C(C(O2)CO)O)O)N. (2) Drug 1: COC1=C(C=C2C(=C1)N=CN=C2NC3=CC(=C(C=C3)F)Cl)OCCCN4CCOCC4. Drug 2: CC1=C(C(CCC1)(C)C)C=CC(=CC=CC(=CC(=O)O)C)C. Cell line: K-562. Synergy scores: CSS=14.6, Synergy_ZIP=-9.47, Synergy_Bliss=-5.45, Synergy_Loewe=-1.62, Synergy_HSA=-1.45. (3) Drug 1: C1CN1P(=S)(N2CC2)N3CC3. Drug 2: CCCCC(=O)OCC(=O)C1(CC(C2=C(C1)C(=C3C(=C2O)C(=O)C4=C(C3=O)C=CC=C4OC)O)OC5CC(C(C(O5)C)O)NC(=O)C(F)(F)F)O. Cell line: MDA-MB-435. Synergy scores: CSS=15.2, Synergy_ZIP=-5.58, Synergy_Bliss=-3.81, Synergy_Loewe=-14.6, Synergy_HSA=-6.43. (4) Drug 1: CN(C)N=NC1=C(NC=N1)C(=O)N. Drug 2: CC12CCC3C(C1CCC2O)C(CC4=C3C=CC(=C4)O)CCCCCCCCCS(=O)CCCC(C(F)(F)F)(F)F. Cell line: SNB-19. Synergy scores: CSS=-4.45, Synergy_ZIP=-0.974, Synergy_Bliss=-5.36, Synergy_Loewe=-4.34, Synergy_HSA=-7.01.